This data is from Forward reaction prediction with 1.9M reactions from USPTO patents (1976-2016). The task is: Predict the product of the given reaction. (1) Given the reactants [Cl:1][C:2]1[CH:13]=[CH:12][C:5]2[O:6][C@@H:7]([CH2:10][OH:11])[CH2:8][O:9][C:4]=2[CH:3]=1.C1(C)C=CC=CC=1.N1C=CC=CC=1.[F:27][C:28]([F:41])([F:40])[S:29](O[S:29]([C:28]([F:41])([F:40])[F:27])(=[O:31])=[O:30])(=[O:31])=[O:30], predict the reaction product. The product is: [F:27][C:28]([F:41])([F:40])[S:29]([O:11][CH2:10][C@@H:7]1[O:6][C:5]2[CH:12]=[CH:13][C:2]([Cl:1])=[CH:3][C:4]=2[O:9][CH2:8]1)(=[O:31])=[O:30]. (2) Given the reactants [CH3:1][O:2][C:3]1[CH:8]=[CH:7][C:6]([C:9]([C:25]2[CH:30]=[CH:29][C:28]([O:31][CH3:32])=[CH:27][CH:26]=2)([C:17]2[CH:22]=[CH:21][C:20]([O:23][CH3:24])=[CH:19][CH:18]=2)[C:10]2[CH:15]=[CH:14][C:13](O)=[CH:12][CH:11]=2)=[CH:5][CH:4]=1.C1(P(C2C=CC=CC=2)C2C=CC=CC=2)C=CC=CC=1.[C:52]([O:56][CH2:57][CH2:58][OH:59])(=[O:55])[CH:53]=[CH2:54].N(C(OCC)=O)=NC(OCC)=O, predict the reaction product. The product is: [C:52]([O:56][CH2:57][CH2:58][O:59][C:13]1[CH:12]=[CH:11][C:10]([C:9]([C:6]2[CH:7]=[CH:8][C:3]([O:2][CH3:1])=[CH:4][CH:5]=2)([C:17]2[CH:22]=[CH:21][C:20]([O:23][CH3:24])=[CH:19][CH:18]=2)[C:25]2[CH:26]=[CH:27][C:28]([O:31][CH3:32])=[CH:29][CH:30]=2)=[CH:15][CH:14]=1)(=[O:55])[CH:53]=[CH2:54].